Dataset: Peptide-MHC class I binding affinity with 185,985 pairs from IEDB/IMGT. Task: Regression. Given a peptide amino acid sequence and an MHC pseudo amino acid sequence, predict their binding affinity value. This is MHC class I binding data. (1) The peptide sequence is TGYVATRW. The MHC is Mamu-B3901 with pseudo-sequence Mamu-B3901. The binding affinity (normalized) is 0.569. (2) The binding affinity (normalized) is 0.0847. The peptide sequence is RGRIGRTYL. The MHC is HLA-A02:03 with pseudo-sequence HLA-A02:03.